Task: Predict the reactants needed to synthesize the given product.. Dataset: Full USPTO retrosynthesis dataset with 1.9M reactions from patents (1976-2016) (1) The reactants are: C([O:4][C@H:5]1[CH2:21][C@@H:20]2[C@@:8]([CH3:32])([CH:9]3[CH:17]([CH2:18][CH2:19]2)[CH:16]2[C@@:12]([CH3:31])([C:13]([N:22]4[C:26]5[CH:27]=[CH:28][CH:29]=[CH:30][C:25]=5[N:24]=[CH:23]4)=[CH:14][CH2:15]2)[CH2:11][CH2:10]3)[CH2:7][CH2:6]1)(=O)C.[OH-].[K+]. Given the product [N:22]1([C:13]2[C@:12]3([CH3:31])[CH:16]([CH:17]4[CH:9]([CH2:10][CH2:11]3)[C@:8]3([CH3:32])[C@@H:20]([CH2:21][C@H:5]([OH:4])[CH2:6][CH2:7]3)[CH2:19][CH2:18]4)[CH2:15][CH:14]=2)[C:26]2[CH:27]=[CH:28][CH:29]=[CH:30][C:25]=2[N:24]=[CH:23]1, predict the reactants needed to synthesize it. (2) Given the product [NH2:15][C:14]1[C:9]2[C:10](=[N:11][C:6]([O:5][CH2:4][C:3]([OH:24])=[O:2])=[C:7]([Cl:23])[C:8]=2[CH3:22])[S:12][C:13]=1[C:16](=[O:21])[NH:17][CH:18]1[CH2:20][CH2:19]1, predict the reactants needed to synthesize it. The reactants are: C[O:2][C:3](=[O:24])[CH2:4][O:5][C:6]1[N:11]=[C:10]2[S:12][C:13]([C:16](=[O:21])[NH:17][CH:18]3[CH2:20][CH2:19]3)=[C:14]([NH2:15])[C:9]2=[C:8]([CH3:22])[C:7]=1[Cl:23].C[Si](C)(C)[O-].[K+]. (3) Given the product [F:1][C:2]1[CH:11]=[C:10]2[C:5]([N:6]=[C:7]([N:16]3[CH2:17][CH2:18][N:19]([C:23]4[CH:28]=[CH:27][C:26]([C:29]([F:32])([F:31])[F:30])=[CH:25][N:24]=4)[CH2:20][CH2:21]3)[C:8]3[N:9]2[C:12](=[O:15])[NH:13][N:14]=3)=[CH:4][CH:3]=1, predict the reactants needed to synthesize it. The reactants are: [F:1][C:2]1[CH:11]=[C:10]2[C:5]([N:6]=[C:7]([N:16]3[CH2:21][CH2:20][NH:19][CH2:18][CH2:17]3)[C:8]3[N:9]2[C:12](=[O:15])[NH:13][N:14]=3)=[CH:4][CH:3]=1.Cl[C:23]1[CH:28]=[CH:27][C:26]([C:29]([F:32])([F:31])[F:30])=[CH:25][N:24]=1.C(=O)([O-])[O-].[Na+].[Na+]. (4) The reactants are: [CH3:1][C:2]1[N:10]=[C:9]2[C:5]([NH:6][CH:7]=[N:8]2)=[C:4](Cl)[N:3]=1.[CH3:12][O:13][C:14]1[CH:19]=[CH:18][CH:17]=[C:16]([NH2:20])[CH:15]=1.C(N(CC)CC)C. Given the product [CH3:1][C:2]1[N:10]=[C:9]2[C:5]([NH:6][CH:7]=[N:8]2)=[C:4]([NH:20][C:16]2[CH:17]=[CH:18][CH:19]=[C:14]([O:13][CH3:12])[CH:15]=2)[N:3]=1, predict the reactants needed to synthesize it. (5) Given the product [CH2:10]([C:2]1[S:22][C:20]([C:19]2[CH:23]=[C:24]([F:27])[CH:25]=[CH:26][C:18]=2[F:17])=[N:21][C:3]=1[C:4]([O:6][CH2:7][CH3:8])=[O:5])[C:11]1[CH:16]=[CH:15][CH:14]=[CH:13][CH:12]=1, predict the reactants needed to synthesize it. The reactants are: Br[CH:2]([CH2:10][C:11]1[CH:16]=[CH:15][CH:14]=[CH:13][CH:12]=1)[C:3](=O)[C:4]([O:6][CH2:7][CH3:8])=[O:5].[F:17][C:18]1[CH:26]=[CH:25][C:24]([F:27])=[CH:23][C:19]=1[C:20](=[S:22])[NH2:21]. (6) Given the product [F:38][C:35]1[CH:34]=[CH:33][C:32]([N:30]2[C:29](=[O:39])[CH2:28][CH:27]([NH:26][C:20]([C:15]3[CH:14]=[CH:13][C:12]4[C:17](=[CH:18][CH:19]=[C:10]([O:9][C:6]5[CH:5]=[CH:4][C:3]([C:2]([F:23])([F:1])[F:24])=[CH:8][N:7]=5)[CH:11]=4)[N:16]=3)=[O:22])[CH2:31]2)=[CH:37][CH:36]=1, predict the reactants needed to synthesize it. The reactants are: [F:1][C:2]([F:24])([F:23])[C:3]1[CH:4]=[CH:5][C:6]([O:9][C:10]2[CH:11]=[C:12]3[C:17](=[CH:18][CH:19]=2)[N:16]=[C:15]([C:20]([OH:22])=O)[CH:14]=[CH:13]3)=[N:7][CH:8]=1.Cl.[NH2:26][CH:27]1[CH2:31][N:30]([C:32]2[CH:37]=[CH:36][C:35]([F:38])=[CH:34][CH:33]=2)[C:29](=[O:39])[CH2:28]1. (7) Given the product [Br:1][C:2]1[CH:3]=[CH:4][C:5]([C:8]2[O:9][C:10]([CH:16]=[O:17])=[C:11]([CH:13]([CH3:15])[CH3:14])[N:12]=2)=[CH:6][CH:7]=1, predict the reactants needed to synthesize it. The reactants are: [Br:1][C:2]1[CH:7]=[CH:6][C:5]([C:8]2[O:9][C:10]([CH2:16][OH:17])=[C:11]([CH:13]([CH3:15])[CH3:14])[N:12]=2)=[CH:4][CH:3]=1. (8) Given the product [Cl:1][C:2]1[N:10]=[C:9]2[C:5]([N:6]=[CH:7][N:8]2[CH:19]([C:16]2[CH:17]=[CH:18][C:13]([F:12])=[CH:14][CH:15]=2)[CH3:20])=[C:4]([Cl:11])[N:3]=1, predict the reactants needed to synthesize it. The reactants are: [Cl:1][C:2]1[N:10]=[C:9]2[C:5]([N:6]=[CH:7][NH:8]2)=[C:4]([Cl:11])[N:3]=1.[F:12][C:13]1[CH:18]=[CH:17][C:16]([CH:19](O)[CH3:20])=[CH:15][CH:14]=1.C1(P(C2C=CC=CC=2)C2C=CC=CC=2)C=CC=CC=1.N(C(OCC)=O)=NC(OCC)=O.